Dataset: Forward reaction prediction with 1.9M reactions from USPTO patents (1976-2016). Task: Predict the product of the given reaction. The product is: [Cl:1][CH:2]([Cl:24])[C:3]([N:5]1[C@H:9]([CH2:10][F:31])[C@@H:8]([C:12]2[CH:17]=[CH:16][C:15]([S:18]([CH3:21])(=[O:20])=[O:19])=[CH:14][CH:13]=2)[O:7][C:6]1([CH3:23])[CH3:22])=[O:4]. Given the reactants [Cl:1][CH:2]([Cl:24])[C:3]([N:5]1[C@H:9]([CH2:10]O)[C@@H:8]([C:12]2[CH:17]=[CH:16][C:15]([S:18]([CH3:21])(=[O:20])=[O:19])=[CH:14][CH:13]=2)[O:7][C:6]1([CH3:23])[CH3:22])=[O:4].C(N(CC)C(F)(F)C(F)C(F)(F)[F:31])C.[OH-].[Na+].C(O)(C)C, predict the reaction product.